This data is from Full USPTO retrosynthesis dataset with 1.9M reactions from patents (1976-2016). The task is: Predict the reactants needed to synthesize the given product. Given the product [CH:9]1([N:6]2[C:5]3[C:12]([O:14][C@@H:15]([C@@H:17]4[CH2:18][C:19](=[O:22])[NH:20][CH2:21]4)[CH3:16])=[CH:13][C:2]([C:39]4[CH:38]=[CH:37][C:36]([N:33]5[CH2:32][CH2:31][N:30]([C:28]([O:27][C:23]([CH3:26])([CH3:25])[CH3:24])=[O:29])[CH2:35][CH2:34]5)=[CH:41][CH:40]=4)=[CH:3][C:4]=3[N:8]=[CH:7]2)[CH2:11][CH2:10]1, predict the reactants needed to synthesize it. The reactants are: Br[C:2]1[CH:13]=[C:12]([O:14][C@@H:15]([C@H:17]2[CH2:21][NH:20][C:19](=[O:22])[CH2:18]2)[CH3:16])[C:5]2[N:6]([CH:9]3[CH2:11][CH2:10]3)[CH:7]=[N:8][C:4]=2[CH:3]=1.[C:23]([O:27][C:28]([N:30]1[CH2:35][CH2:34][N:33]([C:36]2[CH:41]=[CH:40][C:39](B(O)O)=[CH:38][CH:37]=2)[CH2:32][CH2:31]1)=[O:29])([CH3:26])([CH3:25])[CH3:24].[O-]P([O-])([O-])=O.[K+].[K+].[K+].